From a dataset of Reaction yield outcomes from USPTO patents with 853,638 reactions. Predict the reaction yield, written as a fraction of the theoretical maximum amount of product (1.0 means a 100% yield; for example, 0.34 means a 34% yield). (1) The reactants are Cl.C(N=C=NCCCN(C)C)C.[C:13]([O:16][CH:17]([CH2:43][O:44][CH:45]([CH3:47])[CH3:46])[CH2:18][O:19][C:20]1[CH:25]=[CH:24][C:23](/[CH:26]=[CH:27]/[C:28](O)=[O:29])=[C:22]([O:31][C:32]2[C:37]([Cl:38])=[CH:36][C:35]([C:39]([F:42])([F:41])[F:40])=[CH:34][N:33]=2)[CH:21]=1)(=[O:15])[CH3:14].[CH2:48]([S:53]([NH2:56])(=[O:55])=[O:54])[CH2:49][CH2:50][CH2:51][CH3:52].Cl. The catalyst is CN(C)C1C=CN=CC=1.C(#N)C. The product is [C:13]([O:16][CH:17]([CH2:43][O:44][CH:45]([CH3:47])[CH3:46])[CH2:18][O:19][C:20]1[CH:25]=[CH:24][C:23](/[CH:26]=[CH:27]/[C:28](=[O:29])[NH:56][S:53]([CH2:48][CH2:49][CH2:50][CH2:51][CH3:52])(=[O:55])=[O:54])=[C:22]([O:31][C:32]2[C:37]([Cl:38])=[CH:36][C:35]([C:39]([F:42])([F:41])[F:40])=[CH:34][N:33]=2)[CH:21]=1)(=[O:15])[CH3:14]. The yield is 0.760. (2) The reactants are [CH:1]([O:14][C:15]1[C:26]2[C:25](=[O:27])[N:24]([CH2:28][C:29]3[CH:34]=[CH:33][C:32]([F:35])=[CH:31][CH:30]=3)[C:23](=[O:36])[C:22]=2[C:21]([OH:37])=[C:20]2[C:16]=1[N:17]=[CH:18][N:19]2[CH2:38][C:39]1[CH:44]=[CH:43][CH:42]=[CH:41][CH:40]=1)([C:8]1[CH:13]=[CH:12][CH:11]=[CH:10][CH:9]=1)[C:2]1[CH:7]=[CH:6][CH:5]=[CH:4][CH:3]=1.[CH3:45]N(C=O)C.C([O-])([O-])=O.[K+].[K+].CI. The catalyst is O. The product is [CH:1]([O:14][C:15]1[C:26]2[C:25](=[O:27])[N:24]([CH2:28][C:29]3[CH:30]=[CH:31][C:32]([F:35])=[CH:33][CH:34]=3)[C:23](=[O:36])[C:22]=2[C:21]([O:37][CH3:45])=[C:20]2[C:16]=1[N:17]=[CH:18][N:19]2[CH2:38][C:39]1[CH:44]=[CH:43][CH:42]=[CH:41][CH:40]=1)([C:8]1[CH:9]=[CH:10][CH:11]=[CH:12][CH:13]=1)[C:2]1[CH:7]=[CH:6][CH:5]=[CH:4][CH:3]=1. The yield is 0.730. (3) The reactants are [CH3:1][C:2]1[N:7]=[C:6]([N:8]2[CH2:13][CH2:12][C:11](=[CH:14][C:15]#[CH:16])[CH2:10][CH2:9]2)[C:5]([N+:17]([O-:19])=[O:18])=[CH:4][CH:3]=1.C[Si](C)(C)C#CC=C1CCNCC1.Br[C:34]1[CH:35]=[C:36]([CH2:40][C:41](=[O:43])[CH3:42])[CH:37]=[CH:38][CH:39]=1.O.[F-].C([N+](CCCC)(CCCC)CCCC)CCC. No catalyst specified. The product is [CH3:1][C:2]1[N:7]=[C:6]([N:8]2[CH2:13][CH2:12][C:11](=[CH:14][C:15]#[C:16][C:36]3([CH2:40][C:41](=[O:43])[CH3:42])[CH:35]=[CH:34][CH:39]=[CH:38][CH2:37]3)[CH2:10][CH2:9]2)[C:5]([N+:17]([O-:19])=[O:18])=[CH:4][CH:3]=1. The yield is 0.410. (4) The reactants are II.[CH:3]1(Br)[CH2:5][CH2:4]1.[C:7]([O-:11])(=[O:10])[CH:8]=[O:9].[CH2:12]1COC[CH2:13]1. No catalyst specified. The product is [OH:9][CH:8]([CH:3]1[CH2:4][CH2:5]1)[C:7]([O:11][CH2:12][CH3:13])=[O:10]. The yield is 0.710. (5) The reactants are [O:1]=[C:2]1[CH2:7][CH2:6][CH2:5][C:4]([C:10]2[CH:15]=[CH:14][CH:13]=[CH:12][CH:11]=2)([C:8]#[N:9])[CH2:3]1.[CH2:16](O)[CH2:17][OH:18].C1(C)C=CC(S([O-])(=O)=O)=CC=1.[NH+]1C=CC=CC=1. The catalyst is C1C=CC=CC=1. The product is [CH2:16]1[CH2:17][O:18][C:2]2([CH2:7][CH2:6][CH2:5][C:4]([C:10]3[CH:11]=[CH:12][CH:13]=[CH:14][CH:15]=3)([C:8]#[N:9])[CH2:3]2)[O:1]1. The yield is 0.480.